This data is from CYP2C19 inhibition data for predicting drug metabolism from PubChem BioAssay. The task is: Regression/Classification. Given a drug SMILES string, predict its absorption, distribution, metabolism, or excretion properties. Task type varies by dataset: regression for continuous measurements (e.g., permeability, clearance, half-life) or binary classification for categorical outcomes (e.g., BBB penetration, CYP inhibition). Dataset: cyp2c19_veith. (1) The compound is CCCCOc1ccc(/C=C/C(=O)NCCc2nc3ccccc3[nH]2)cc1. The result is 1 (inhibitor). (2) The molecule is CCOC(=O)C1=C(C)NC(SCC(N)=O)=C(C#N)C1c1ccccc1. The result is 1 (inhibitor). (3) The drug is Cc1ccc(C)c(NC(=S)NNC(=O)c2ccc(Br)o2)c1. The result is 1 (inhibitor). (4) The molecule is Cc1nc(-c2cccnc2)sc1C(=O)Nc1ccc(Cl)cc1. The result is 1 (inhibitor). (5) The result is 0 (non-inhibitor). The compound is C[C@@H]1O[C@@H](n2cc(F)c(=O)[nH]c2=O)[C@H](O)[C@@H]1O. (6) The result is 0 (non-inhibitor). The compound is Cc1cccc(N2CCN(CC(=O)Nc3ccc(-n4cnnn4)cc3)CC2)c1C. (7) The compound is C[C@@H]1O[C@H](O[C@H]2C[C@@H](O)[C@@]3(CO)[C@H]4[C@@H](O)C[C@]5(C)[C@@H](C6=CC(=O)OC6)CC[C@]5(O)[C@H]4CC[C@]3(O)C2)[C@@H](O)[C@H](O)[C@@H]1O.O.O.O.O.O.O.O.O. The result is 0 (non-inhibitor). (8) The compound is Cn1cccc1C(=O)N1CCC2(CC1)CCN(c1ccncc1)CC2. The result is 0 (non-inhibitor).